From a dataset of NCI-60 drug combinations with 297,098 pairs across 59 cell lines. Regression. Given two drug SMILES strings and cell line genomic features, predict the synergy score measuring deviation from expected non-interaction effect. (1) Drug 1: C1CCC(C1)C(CC#N)N2C=C(C=N2)C3=C4C=CNC4=NC=N3. Drug 2: C1=NC2=C(N=C(N=C2N1C3C(C(C(O3)CO)O)F)Cl)N. Cell line: SNB-75. Synergy scores: CSS=-2.36, Synergy_ZIP=0.708, Synergy_Bliss=-0.176, Synergy_Loewe=-4.41, Synergy_HSA=-3.77. (2) Drug 1: CC12CCC(CC1=CCC3C2CCC4(C3CC=C4C5=CN=CC=C5)C)O. Drug 2: C1=C(C(=O)NC(=O)N1)N(CCCl)CCCl. Cell line: OVCAR3. Synergy scores: CSS=20.8, Synergy_ZIP=-4.80, Synergy_Bliss=5.00, Synergy_Loewe=2.66, Synergy_HSA=6.11. (3) Drug 1: CN1CCC(CC1)COC2=C(C=C3C(=C2)N=CN=C3NC4=C(C=C(C=C4)Br)F)OC. Drug 2: C1CN1P(=S)(N2CC2)N3CC3. Cell line: T-47D. Synergy scores: CSS=9.08, Synergy_ZIP=-5.06, Synergy_Bliss=-3.50, Synergy_Loewe=-3.74, Synergy_HSA=-2.44. (4) Drug 1: CCC1(C2=C(COC1=O)C(=O)N3CC4=CC5=C(C=CC(=C5CN(C)C)O)N=C4C3=C2)O. Drug 2: CN1C=C(C=N1)C2=C3N=C(C(=C(N3N=C2)N)Br)C4CCCNC4. Synergy scores: CSS=92.0, Synergy_ZIP=20.7, Synergy_Bliss=20.7, Synergy_Loewe=22.4, Synergy_HSA=27.1. Cell line: OVCAR3. (5) Drug 1: C1C(C(OC1N2C=NC3=C(N=C(N=C32)Cl)N)CO)O. Drug 2: C1CC(C1)(C(=O)O)C(=O)O.[NH2-].[NH2-].[Pt+2]. Cell line: LOX IMVI. Synergy scores: CSS=45.5, Synergy_ZIP=-3.34, Synergy_Bliss=-0.491, Synergy_Loewe=-36.3, Synergy_HSA=2.12. (6) Drug 1: CC1CCC2CC(C(=CC=CC=CC(CC(C(=O)C(C(C(=CC(C(=O)CC(OC(=O)C3CCCCN3C(=O)C(=O)C1(O2)O)C(C)CC4CCC(C(C4)OC)OCCO)C)C)O)OC)C)C)C)OC. Drug 2: C1CN(P(=O)(OC1)NCCCl)CCCl. Cell line: RPMI-8226. Synergy scores: CSS=5.82, Synergy_ZIP=-3.71, Synergy_Bliss=-0.312, Synergy_Loewe=-0.447, Synergy_HSA=-0.447.